Dataset: Full USPTO retrosynthesis dataset with 1.9M reactions from patents (1976-2016). Task: Predict the reactants needed to synthesize the given product. (1) Given the product [F:15][C:2]([F:1])([S:11]([O-:14])(=[O:13])=[O:12])[C:3]([F:10])([F:9])[CH2:4][CH2:5][CH2:6][CH2:7][O:8][C:20](=[O:24])[C:21]([CH3:23])=[CH2:22].[Na+:16], predict the reactants needed to synthesize it. The reactants are: [F:1][C:2]([F:15])([S:11]([O-:14])(=[O:13])=[O:12])[C:3]([F:10])([F:9])[CH2:4][CH2:5][CH2:6][CH2:7][OH:8].[Na+:16].C(#N)C.[C:20](O[C:20](=[O:24])[C:21]([CH3:23])=[CH2:22])(=[O:24])[C:21]([CH3:23])=[CH2:22].C(N(CC)CC)C. (2) Given the product [CH3:1][NH:2][C:3]([N:18]1[CH2:19][CH2:20][O:21][CH2:22][CH:17]1[C:14]1[CH:13]=[C:12]([C:8]2[CH:9]=[CH:10][CH:11]=[C:6]([Cl:5])[CH:7]=2)[O:16][N:15]=1)=[S:4], predict the reactants needed to synthesize it. The reactants are: [CH3:1][N:2]=[C:3]=[S:4].[Cl:5][C:6]1[CH:7]=[C:8]([C:12]2[O:16][N:15]=[C:14]([CH:17]3[CH2:22][O:21][CH2:20][CH2:19][NH:18]3)[CH:13]=2)[CH:9]=[CH:10][CH:11]=1. (3) Given the product [Cl-:22].[Cl-:22].[NH3+:8][CH2:9][CH:10]1[CH:15]([C:16]2[CH:21]=[CH:20][CH:19]=[CH:18][CH:17]=2)[CH2:14][CH2:13][CH2:12][NH2+:11]1, predict the reactants needed to synthesize it. The reactants are: C1(C[NH:8][CH2:9][CH:10]2[CH:15]([C:16]3[CH:21]=[CH:20][CH:19]=[CH:18][CH:17]=3)[CH2:14][CH2:13][CH2:12][NH:11]2)C=CC=CC=1.[ClH:22].O1CCOCC1.[H][H]. (4) Given the product [CH:27]1[C:28]2[NH:29][C:30]3[C:22](=[CH:21][CH:20]=[CH:19][CH:18]=3)[C:23]=2[CH:24]=[CH:25][CH:26]=1, predict the reactants needed to synthesize it. The reactants are: C(OC1C=C2C(C=CN2)=CC=1)C1C=CC=CC=1.[CH2:18]1[C:30]2[NH:29][C:28]3[C:23](=[CH:24][CH:25]=[CH:26][CH:27]=3)[C:22]=2[CH2:21][CH2:20][CH2:19]1.C(=O)([O-])[O-].[Na+].[Na+]. (5) Given the product [C:23]([O:22][C:20]([N:18]1[CH:19]=[C:9]2[C:10]([NH:11][C:12]([CH3:16])=[C:13]([C:14]#[N:15])[CH:8]2[C:3]2[CH:4]=[CH:5][CH:6]=[CH:7][C:2]=2[Cl:1])=[N:17]1)=[O:21])([CH3:26])([CH3:25])[CH3:24], predict the reactants needed to synthesize it. The reactants are: [Cl:1][C:2]1[CH:7]=[CH:6][CH:5]=[CH:4][C:3]=1[CH:8]1[C:13]([C:14]#[N:15])=[C:12]([CH3:16])[NH:11][C:10]2=[N:17][NH:18][CH:19]=[C:9]12.[C:20](O[C:20]([O:22][C:23]([CH3:26])([CH3:25])[CH3:24])=[O:21])([O:22][C:23]([CH3:26])([CH3:25])[CH3:24])=[O:21]. (6) Given the product [Si:35]([O:42][N:43]=[C:44]1[C:52]2[C:47](=[CH:48][C:49]([NH:54][C:55]3[C:63]4[C:58](=[CH:59][N:60]=[CH:61][CH:62]=4)[S:57][C:56]=3[C:64]([O:66][CH:67]([CH3:69])[CH3:68])=[O:65])=[CH:50][CH:51]=2)[CH2:46][CH2:45]1)([C:38]([CH3:41])([CH3:40])[CH3:39])([CH3:37])[CH3:36], predict the reactants needed to synthesize it. The reactants are: CC(C1C=C(C(C)C)C(C2C=CC=CC=2P(C2CCCCC2)C2CCCCC2)=C(C(C)C)C=1)C.[Si:35]([O:42][N:43]=[C:44]1[C:52]2[C:47](=[CH:48][C:49](Br)=[CH:50][CH:51]=2)[CH2:46][CH2:45]1)([C:38]([CH3:41])([CH3:40])[CH3:39])([CH3:37])[CH3:36].[NH2:54][C:55]1[C:63]2[C:58](=[CH:59][N:60]=[CH:61][CH:62]=2)[S:57][C:56]=1[C:64]([O:66][CH:67]([CH3:69])[CH3:68])=[O:65].CC([O-])(C)C.[Na+]. (7) Given the product [Br:15][C:16]1[CH:21]=[CH:20][CH:19]=[CH:18][C:17]=1[S:22]([NH:1][C@@H:2]([CH3:5])[CH2:3][OH:4])(=[O:24])=[O:23], predict the reactants needed to synthesize it. The reactants are: [NH2:1][C@@H:2]([CH3:5])[CH2:3][OH:4].CCN(C(C)C)C(C)C.[Br:15][C:16]1[CH:21]=[CH:20][CH:19]=[CH:18][C:17]=1[S:22](Cl)(=[O:24])=[O:23].